This data is from Forward reaction prediction with 1.9M reactions from USPTO patents (1976-2016). The task is: Predict the product of the given reaction. (1) Given the reactants C([O:3][C:4]([C:6]1[N:7]=[N:8][N:9]([OH:11])[CH:10]=1)=[O:5])C.CCO.O.[OH-].[Li+], predict the reaction product. The product is: [OH:11][N:9]1[CH:10]=[C:6]([C:4]([OH:5])=[O:3])[N:7]=[N:8]1. (2) Given the reactants C([O:8][C:9]1[CH:10]=[C:11]([C:15]2([C:29]#[N:30])[CH2:20][CH2:19][N:18]([C:21]3[CH:26]=[CH:25][CH:24]=[CH:23][C:22]=3[O:27][CH3:28])[CH2:17][CH2:16]2)[CH:12]=[CH:13][CH:14]=1)C1C=CC=CC=1.O1CCCC1, predict the reaction product. The product is: [OH:8][C:9]1[CH:10]=[C:11]([C:15]2([C:29]#[N:30])[CH2:16][CH2:17][N:18]([C:21]3[CH:26]=[CH:25][CH:24]=[CH:23][C:22]=3[O:27][CH3:28])[CH2:19][CH2:20]2)[CH:12]=[CH:13][CH:14]=1. (3) Given the reactants [NH2:1][CH2:2][C:3]1[C:12]2[C:7](=[CH:8][CH:9]=[CH:10][CH:11]=2)[C:6](=[O:13])[N:5]([NH:14][C:15](=[O:24])[CH2:16][C:17]2[CH:22]=[CH:21][C:20]([Cl:23])=[CH:19][CH:18]=2)[N:4]=1.CCN(C(C)C)C(C)C.[C:34](Cl)(=[O:42])[O:35][CH:36]1[CH2:41][CH2:40][CH2:39][CH2:38][CH2:37]1, predict the reaction product. The product is: [CH:36]1([O:35][C:34](=[O:42])[NH:1][CH2:2][C:3]2[C:12]3[C:7](=[CH:8][CH:9]=[CH:10][CH:11]=3)[C:6](=[O:13])[N:5]([NH:14][C:15](=[O:24])[CH2:16][C:17]3[CH:18]=[CH:19][C:20]([Cl:23])=[CH:21][CH:22]=3)[N:4]=2)[CH2:41][CH2:40][CH2:39][CH2:38][CH2:37]1. (4) Given the reactants [OH:1][C@@H:2]1[CH2:6][O:5][CH2:4][C@H:3]1[O:7][C:8]1[CH:15]=[CH:14][C:11]([CH:12]=[O:13])=[CH:10][CH:9]=1.[C:16]([Si:20]([CH3:23])([CH3:22])Cl)([CH3:19])([CH3:18])[CH3:17].C(N(CC)CC)C, predict the reaction product. The product is: [Si:20]([O:1][C@@H:2]1[CH2:6][O:5][CH2:4][C@H:3]1[O:7][C:8]1[CH:9]=[CH:10][C:11]([CH:12]=[O:13])=[CH:14][CH:15]=1)([C:16]([CH3:19])([CH3:18])[CH3:17])([CH3:23])[CH3:22].